Task: Regression. Given two drug SMILES strings and cell line genomic features, predict the synergy score measuring deviation from expected non-interaction effect.. Dataset: Merck oncology drug combination screen with 23,052 pairs across 39 cell lines (1) Drug 1: COc1cccc2c1C(=O)c1c(O)c3c(c(O)c1C2=O)CC(O)(C(=O)CO)CC3OC1CC(N)C(O)C(C)O1. Drug 2: Cn1cc(-c2cnn3c(N)c(Br)c(C4CCCNC4)nc23)cn1. Cell line: UWB1289BRCA1. Synergy scores: synergy=-9.10. (2) Drug 1: COC12C(COC(N)=O)C3=C(C(=O)C(C)=C(N)C3=O)N1CC1NC12. Drug 2: O=C(O)C1(Cc2cccc(Nc3nccs3)n2)CCC(Oc2cccc(Cl)c2F)CC1. Cell line: MSTO. Synergy scores: synergy=-6.35. (3) Drug 1: CN1C(=O)C=CC2(C)C3CCC4(C)C(NC(=O)OCC(F)(F)F)CCC4C3CCC12. Drug 2: CC1(c2nc3c(C(N)=O)cccc3[nH]2)CCCN1. Cell line: NCIH1650. Synergy scores: synergy=-6.83. (4) Drug 1: CCC1(O)C(=O)OCc2c1cc1n(c2=O)Cc2cc3c(CN(C)C)c(O)ccc3nc2-1. Drug 2: CCc1cnn2c(NCc3ccc[n+]([O-])c3)cc(N3CCCCC3CCO)nc12. Cell line: PA1. Synergy scores: synergy=-8.43.